This data is from Forward reaction prediction with 1.9M reactions from USPTO patents (1976-2016). The task is: Predict the product of the given reaction. (1) Given the reactants [CH3:1][O:2][C:3]([C:5]1[O:6][C:7](Br)=[CH:8][CH:9]=1)=[O:4].[C:11]([O:15][C:16](=[O:21])[NH:17][CH2:18][C:19]#[CH:20])([CH3:14])([CH3:13])[CH3:12], predict the reaction product. The product is: [CH3:1][O:2][C:3]([C:5]1[O:6][C:7]([C:20]#[C:19][CH2:18][NH:17][C:16]([O:15][C:11]([CH3:14])([CH3:13])[CH3:12])=[O:21])=[CH:8][CH:9]=1)=[O:4]. (2) Given the reactants [N:1]1[CH:6]=[CH:5][CH:4]=[N:3][C:2]=1[N:7]1[C:15]2[CH2:14][CH2:13][NH:12][CH2:11][C:10]=2[N:9]=[N:8]1.[Cl:16][C:17]1[C:25]([C:26]([F:29])([F:28])[F:27])=[CH:24][CH:23]=[CH:22][C:18]=1[C:19](O)=[O:20].CCN(CC)CC.CN(C(ON1N=NC2C=CC=NC1=2)=[N+](C)C)C.F[P-](F)(F)(F)(F)F, predict the reaction product. The product is: [Cl:16][C:17]1[C:25]([C:26]([F:28])([F:29])[F:27])=[CH:24][CH:23]=[CH:22][C:18]=1[C:19]([N:12]1[CH2:13][CH2:14][C:15]2[N:7]([C:2]3[N:3]=[CH:4][CH:5]=[CH:6][N:1]=3)[N:8]=[N:9][C:10]=2[CH2:11]1)=[O:20]. (3) Given the reactants [ClH:1].N[C@@H](C)[C@@H](C1C=CC(SC)=CC=1)O.[O:15]=[C:16]([C:27]1[CH:28]=[N:29][C:30]2[C:35]([CH:36]=1)=[CH:34][CH:33]=[CH:32][CH:31]=2)[C@@H:17]([NH:19]C(=O)OC(C)(C)C)[CH3:18].CC(C)[O-].[Al+3].CC(C)[O-].CC(C)[O-].CC(O)C, predict the reaction product. The product is: [ClH:1].[ClH:1].[NH2:19][C@@H:17]([CH3:18])[C@@H:16]([C:27]1[CH:28]=[N:29][C:30]2[C:35]([CH:36]=1)=[CH:34][CH:33]=[CH:32][CH:31]=2)[OH:15]. (4) Given the reactants Cl[C:2]1[CH:7]=[CH:6][N:5]=[C:4]2[CH:8]=[C:9]([C:11]([O:13][CH3:14])=[O:12])[S:10][C:3]=12.[NH2:15][C:16]1[CH:21]=[CH:20][C:19]([OH:22])=[CH:18][C:17]=1[F:23].C(=O)([O-])[O-].[Cs+].[Cs+].C(OCC)(=O)C, predict the reaction product. The product is: [NH2:15][C:16]1[CH:21]=[CH:20][C:19]([O:22][C:2]2[CH:7]=[CH:6][N:5]=[C:4]3[CH:8]=[C:9]([C:11]([O:13][CH3:14])=[O:12])[S:10][C:3]=23)=[CH:18][C:17]=1[F:23]. (5) Given the reactants O.[OH-].[Li+].[CH2:4]([C:8]1[CH:13]=[C:12]([CH3:14])[C:11]([NH:15][C:16]([NH:18][C:19]2[CH:24]=[C:23]([F:25])[CH:22]=[CH:21][C:20]=2[C:26]([NH:28][C@@H:29]([CH:34]2[CH2:39][CH2:38][CH2:37][CH2:36][CH2:35]2)[C:30]([O:32]C)=[O:31])=[O:27])=[O:17])=[C:10]([CH3:40])[CH:9]=1)[CH2:5][CH2:6][CH3:7].CO.Cl, predict the reaction product. The product is: [CH2:4]([C:8]1[CH:13]=[C:12]([CH3:14])[C:11]([NH:15][C:16]([NH:18][C:19]2[CH:24]=[C:23]([F:25])[CH:22]=[CH:21][C:20]=2[C:26]([NH:28][C@@H:29]([CH:34]2[CH2:35][CH2:36][CH2:37][CH2:38][CH2:39]2)[C:30]([OH:32])=[O:31])=[O:27])=[O:17])=[C:10]([CH3:40])[CH:9]=1)[CH2:5][CH2:6][CH3:7]. (6) Given the reactants [C:9](O[C:9]([O:11][C:12]([CH3:15])([CH3:14])[CH3:13])=[O:10])([O:11][C:12]([CH3:15])([CH3:14])[CH3:13])=[O:10].[NH2:16][C:17]1[CH:22]=[CH:21][C:20]([CH2:23][CH2:24][CH2:25][C:26]([OH:28])=[O:27])=[CH:19][CH:18]=1.[OH-].[Na+], predict the reaction product. The product is: [C:12]([O:11][C:9]([NH:16][C:17]1[CH:18]=[CH:19][C:20]([CH2:23][CH2:24][CH2:25][C:26]([OH:28])=[O:27])=[CH:21][CH:22]=1)=[O:10])([CH3:13])([CH3:14])[CH3:15]. (7) The product is: [Cl:1][C:2]1[CH:3]=[CH:4][C:5]([S:8]([CH:11]2[CH2:16][CH2:15][N:14]([C:18]3[CH:23]=[C:22]([C:24]([F:27])([F:26])[F:25])[CH:21]=[CH:20][N:19]=3)[CH2:13][CH2:12]2)(=[O:9])=[O:10])=[CH:6][CH:7]=1. Given the reactants [Cl:1][C:2]1[CH:7]=[CH:6][C:5]([S:8]([CH:11]2[CH2:16][CH2:15][NH:14][CH2:13][CH2:12]2)(=[O:10])=[O:9])=[CH:4][CH:3]=1.Cl[C:18]1[CH:23]=[C:22]([C:24]([F:27])([F:26])[F:25])[CH:21]=[CH:20][N:19]=1.CCN(C(C)C)C(C)C, predict the reaction product.